From a dataset of NCI-60 drug combinations with 297,098 pairs across 59 cell lines. Regression. Given two drug SMILES strings and cell line genomic features, predict the synergy score measuring deviation from expected non-interaction effect. Drug 1: C1=CC(=CC=C1CCC2=CNC3=C2C(=O)NC(=N3)N)C(=O)NC(CCC(=O)O)C(=O)O. Drug 2: C1=NC2=C(N1)C(=S)N=C(N2)N. Cell line: UACC62. Synergy scores: CSS=26.1, Synergy_ZIP=-4.66, Synergy_Bliss=-1.13, Synergy_Loewe=-0.284, Synergy_HSA=0.721.